Dataset: Full USPTO retrosynthesis dataset with 1.9M reactions from patents (1976-2016). Task: Predict the reactants needed to synthesize the given product. (1) Given the product [Br:1][C:2]1[CH:30]=[CH:29][C:5]([CH2:6][O:7][CH2:8][C:9]2[N:15]([CH2:16][CH3:17])[C:13](=[O:14])[N:12]([CH2:18][C:19]3[CH:24]=[CH:23][C:22]([C:25]([CH3:28])([CH3:27])[CH3:26])=[CH:21][CH:20]=3)[N:11]=2)=[CH:4][CH:3]=1, predict the reactants needed to synthesize it. The reactants are: [Br:1][C:2]1[CH:30]=[CH:29][C:5]([CH2:6][O:7][CH2:8][C:9]([NH:11][N:12]([CH2:18][C:19]2[CH:24]=[CH:23][C:22]([C:25]([CH3:28])([CH3:27])[CH3:26])=[CH:21][CH:20]=2)[C:13]([NH:15][CH2:16][CH3:17])=[O:14])=O)=[CH:4][CH:3]=1.C12(CS(O)(=O)=O)C(C)(C)C(CC1)CC2=O. (2) Given the product [CH2:11]([O:16][C:10]1[CH:9]=[CH:8][CH:7]=[CH:6][C:5]=1[C:3](=[O:4])[CH3:2])[CH:12]=[CH2:13], predict the reactants needed to synthesize it. The reactants are: O[CH2:2][C:3]([C:5]1[CH:10]=[CH:9][CH:8]=[CH:7][CH:6]=1)=[O:4].[CH2:11](Br)[CH:12]=[CH2:13].C(=O)([O-])[O-:16].[K+].[K+].[I-].[K+]. (3) Given the product [F:44][CH:45]([F:53])[C:46]1[O:50][C:49]([CH2:51][N:1]2[C:9]3[C:4](=[CH:5][CH:6]=[CH:7][CH:8]=3)[C:3]3([C:21]4[C:12](=[CH:13][C:14]5[O:19][CH2:18][CH2:17][O:16][C:15]=5[CH:20]=4)[O:11][CH2:10]3)[C:2]2=[O:22])=[CH:48][CH:47]=1, predict the reactants needed to synthesize it. The reactants are: [NH:1]1[C:9]2[C:4](=[CH:5][CH:6]=[CH:7][CH:8]=2)[C:3]2([C:21]3[C:12](=[CH:13][C:14]4[O:19][CH2:18][CH2:17][O:16][C:15]=4[CH:20]=3)[O:11][CH2:10]2)[C:2]1=[O:22].N1C2C(=CC=CC=2)C2(C3C4=NON=C4C=CC=3OC2)C1=O.[F:44][CH:45]([F:53])[C:46]1[O:50][C:49]([CH2:51]O)=[CH:48][CH:47]=1.Cl.CO.